This data is from Forward reaction prediction with 1.9M reactions from USPTO patents (1976-2016). The task is: Predict the product of the given reaction. (1) Given the reactants [CH2:1]([N:6]1[C:15]2[C:10](=[N:11][C:12]([C:22]3[CH:27]=[CH:26][CH:25]=[CH:24][CH:23]=3)=[C:13]([C:16]3[CH:21]=[CH:20][CH:19]=[CH:18][CH:17]=3)[N:14]=2)[CH2:9][CH2:8][CH2:7]1)[CH2:2][CH2:3][CH:4]=[CH2:5].[C:28]([O:33]C)(=[O:32])[CH2:29]C=C, predict the reaction product. The product is: [C:22]1([C:12]2[N:11]=[C:10]3[CH2:9][CH2:8][CH2:7][N:6]([CH2:1][CH2:2][CH2:3]/[CH:4]=[CH:5]/[CH2:29][C:28]([OH:33])=[O:32])[C:15]3=[N:14][C:13]=2[C:16]2[CH:17]=[CH:18][CH:19]=[CH:20][CH:21]=2)[CH:23]=[CH:24][CH:25]=[CH:26][CH:27]=1. (2) Given the reactants [C:1]([C:4]1[CH:9]=[CH:8][C:7](B(O)O)=[CH:6][CH:5]=1)(=[O:3])[CH3:2].I[C:14]1[C:22]2[C:17](=[N:18][CH:19]=[N:20][C:21]=2[NH2:23])[N:16]([CH:24]([CH3:26])[CH3:25])[N:15]=1.C([O-])([O-])=O.[Na+].[Na+], predict the reaction product. The product is: [NH2:23][C:21]1[N:20]=[CH:19][N:18]=[C:17]2[N:16]([CH:24]([CH3:26])[CH3:25])[N:15]=[C:14]([C:7]3[CH:8]=[CH:9][C:4]([C:1](=[O:3])[CH3:2])=[CH:5][CH:6]=3)[C:22]=12. (3) Given the reactants Cl[S:2]([C:5]1[CH:6]=[C:7]([CH:11]=[CH:12][CH:13]=1)[C:8]([OH:10])=[O:9])(=[O:4])=[O:3].[NH:14]1[C:23]2[C:18](=[CH:19][CH:20]=[CH:21][CH:22]=2)[CH2:17][CH2:16][CH2:15]1, predict the reaction product. The product is: [N:14]1([S:2]([C:5]2[CH:6]=[C:7]([CH:11]=[CH:12][CH:13]=2)[C:8]([OH:10])=[O:9])(=[O:4])=[O:3])[C:23]2[C:18](=[CH:19][CH:20]=[CH:21][CH:22]=2)[CH2:17][CH2:16][CH2:15]1. (4) Given the reactants [CH3:1][C:2]([C:5]1[S:9][C:8]([NH:10][C:11](=[O:19])[C:12]2[CH:17]=[CH:16][CH:15]=[CH:14][C:13]=2[I:18])=[N:7][N:6]=1)([CH3:4])[CH3:3].[Cl:20][S:21](O)(=[O:23])=[O:22], predict the reaction product. The product is: [CH3:4][C:2]([C:5]1[S:9][C:8]([NH:10][C:11]([C:12]2[CH:17]=[C:16]([S:21]([Cl:20])(=[O:23])=[O:22])[CH:15]=[CH:14][C:13]=2[I:18])=[O:19])=[N:7][N:6]=1)([CH3:1])[CH3:3]. (5) Given the reactants [N:1]1([CH2:6][CH2:7][CH:8]2[CH2:16][CH2:15][CH2:14][C:13]3[NH:12][CH:11]=[CH:10][C:9]2=3)[CH2:5][CH2:4][CH2:3][CH2:2]1.O=P(Cl)(Cl)Cl.CN([CH:25]=[O:26])C, predict the reaction product. The product is: [N:1]1([CH2:6][CH2:7][CH:8]2[CH2:16][CH2:15][CH2:14][C:13]3[NH:12][C:11]([CH:25]=[O:26])=[CH:10][C:9]2=3)[CH2:2][CH2:3][CH2:4][CH2:5]1. (6) Given the reactants [N:1]1[CH:2]=[CH:3][N:4]2[C:9]=1[CH:8]=[CH:7][C:6]([CH2:10]O)=[N:5]2.Cl.S1C2C=C[N:18]=CC=2C=C1CN, predict the reaction product. The product is: [N:1]1[CH:2]=[CH:3][N:4]2[C:9]=1[CH:8]=[CH:7][C:6]([CH2:10][NH2:18])=[N:5]2. (7) The product is: [CH2:11]([O:10][C:8](=[O:9])[C:2]([CH2:21][S:20][CH2:13][C:14]1[CH:19]=[CH:18][CH:17]=[CH:16][CH:15]=1)([CH3:1])[C:3]([O:5][CH2:6][CH3:7])=[O:4])[CH3:12]. Given the reactants [CH3:1][CH:2]([C:8]([O:10][CH2:11][CH3:12])=[O:9])[C:3]([O:5][CH2:6][CH3:7])=[O:4].[CH2:13]([S:20][CH2:21]Br)[C:14]1[CH:19]=[CH:18][CH:17]=[CH:16][CH:15]=1.[O-]CCCC.[K+], predict the reaction product. (8) Given the reactants C([O-])(O)=O.[Na+].[CH3:6][N:7]([CH3:22])[C:8]1[CH:17]=[CH:16][CH:15]=[C:14]2[C:9]=1[CH:10]=[CH:11][CH:12]=[C:13]2[S:18](Cl)(=[O:20])=[O:19].[NH2:23][CH2:24][CH2:25][CH2:26][C:27]([OH:29])=[O:28].C(N(CC)CC)C, predict the reaction product. The product is: [CH3:6][N:7]([CH3:22])[C:8]1[CH:17]=[CH:16][CH:15]=[C:14]2[C:9]=1[CH:10]=[CH:11][CH:12]=[C:13]2[S:18]([NH:23][CH2:24][CH2:25][CH2:26][C:27]([OH:29])=[O:28])(=[O:20])=[O:19]. (9) Given the reactants C([C@@H]1COC(=O)[N:9]1[C:14](=[O:40])[C@@H:15]([CH2:30][C:31]1[CH:36]=[C:35]([CH3:37])[C:34]([F:38])=[C:33]([CH3:39])[CH:32]=1)[CH2:16][CH2:17][N:18]([CH2:20][CH2:21][CH2:22][C:23]1[CH:28]=[CH:27][C:26]([F:29])=[CH:25][CH:24]=1)[CH3:19])C1C=CC=CC=1.[C-]#N.[K+].Cl.C1C[O:48]CC1.CO, predict the reaction product. The product is: [F:38][C:34]1[C:35]([CH3:37])=[CH:36][C:31]([CH2:30][C@@H:15]([CH2:16][CH2:17][N:18]([CH2:20][CH2:21][CH2:22][C:23]2[CH:28]=[CH:27][C:26]([F:29])=[CH:25][CH:24]=2)[CH3:19])[C:14]([NH:9][OH:48])=[O:40])=[CH:32][C:33]=1[CH3:39].